Predict which catalyst facilitates the given reaction. From a dataset of Catalyst prediction with 721,799 reactions and 888 catalyst types from USPTO. (1) Reactant: [NH2:1][C:2]1[C:3]([C:12](O)=[O:13])=[CH:4][C:5]2[C:10]([CH:11]=1)=[CH:9][CH:8]=[CH:7][CH:6]=2.[H-].[Al+3].[Li+].[H-].[H-].[H-].O.[OH-].[Na+]. Product: [NH2:1][C:2]1[C:3]([CH2:12][OH:13])=[CH:4][C:5]2[C:10]([CH:11]=1)=[CH:9][CH:8]=[CH:7][CH:6]=2. The catalyst class is: 1. (2) Reactant: [NH:1]1[C:9]2[C:4](=[CH:5][CH:6]=[CH:7][CH:8]=2)[C:3](/[CH:10]=[C:11]2\[O:12][C:13]3[C:20]([CH2:21][N:22]4[CH2:27][CH2:26][N:25](C(OC(C)(C)C)=O)[CH2:24][CH2:23]4)=[CH:19][C:18]([O:35][CH3:36])=[CH:17][C:14]=3[C:15]\2=[O:16])=[CH:2]1.[ClH:37]. Product: [ClH:37].[ClH:37].[NH:1]1[C:9]2[C:4](=[CH:5][CH:6]=[CH:7][CH:8]=2)[C:3](/[CH:10]=[C:11]2\[O:12][C:13]3[C:20]([CH2:21][N:22]4[CH2:23][CH2:24][NH:25][CH2:26][CH2:27]4)=[CH:19][C:18]([O:35][CH3:36])=[CH:17][C:14]=3[C:15]\2=[O:16])=[CH:2]1. The catalyst class is: 135. (3) Reactant: [C:1]1([SiH2:7][C:8]2[CH:13]=[CH:12][CH:11]=[CH:10][CH:9]=2)[CH:6]=[CH:5][CH:4]=[CH:3][CH:2]=1.[C:14]([C:17]1[CH:22]=[CH:21][CH:20]=[CH:19][CH:18]=1)(=[O:16])[CH3:15].[C:23]1([SiH:29]([C:39]2[CH:44]=[CH:43][CH:42]=[CH:41][CH:40]=2)[O:30][CH:31]([C:33]2[CH:38]=[CH:37][CH:36]=[CH:35][CH:34]=2)[CH3:32])[CH:28]=[CH:27][CH:26]=[CH:25][CH:24]=1. Product: [C:17]1([CH:14]([OH:16])[CH3:15])[CH:22]=[CH:21][CH:20]=[CH:19][CH:18]=1.[C:39]1([SiH:29]([C:23]2[CH:28]=[CH:27][CH:26]=[CH:25][CH:24]=2)[O:30][CH:31]([C:33]2[CH:34]=[CH:35][CH:36]=[CH:37][CH:38]=2)[CH3:32])[CH:40]=[CH:41][CH:42]=[CH:43][CH:44]=1.[C:8]1([Si:7]([C:1]2[CH:2]=[CH:3][CH:4]=[CH:5][CH:6]=2)([O:30][CH:31]([C:33]2[CH:38]=[CH:37][CH:36]=[CH:35][CH:34]=2)[CH3:32])[O:16][CH:14]([C:17]2[CH:22]=[CH:21][CH:20]=[CH:19][CH:18]=2)[CH3:15])[CH:9]=[CH:10][CH:11]=[CH:12][CH:13]=1. The catalyst class is: 7. (4) Reactant: C([Li])CCC.Br[C:7]1[C:8]2[C:17]([CH:18]=[CH:19][CH:20]=1)=[CH:16][C:15]1[C:10](=[CH:11][CH:12]=[C:13]3[CH:24]=[CH:23][CH:22]=[CH:21][C:14]3=1)[CH:9]=2.[B:25](OC)([O:28]C)[O:26]C.O. Product: [CH:18]1[C:9]2=[C:10]3[C:11](=[CH:16][CH:17]=[C:8]2[CH:7]=[CH:20][CH:19]=1)[CH:12]=[C:13]1[C:14]([CH:21]=[CH:22][CH:23]=[C:24]1[B:25]([OH:28])[OH:26])=[CH:15]3. The catalyst class is: 1.